This data is from Full USPTO retrosynthesis dataset with 1.9M reactions from patents (1976-2016). The task is: Predict the reactants needed to synthesize the given product. Given the product [CH2:1]([O:8][C:9]1[CH:14]=[CH:13][C:12]([CH2:15][Br:20])=[CH:11][CH:10]=1)[C:2]1[CH:7]=[CH:6][CH:5]=[CH:4][CH:3]=1, predict the reactants needed to synthesize it. The reactants are: [CH2:1]([O:8][C:9]1[CH:14]=[CH:13][C:12]([CH2:15]O)=[CH:11][CH:10]=1)[C:2]1[CH:7]=[CH:6][CH:5]=[CH:4][CH:3]=1.[Br-].[Li+].P(Br)(Br)[Br:20].